Dataset: CYP2D6 inhibition data for predicting drug metabolism from PubChem BioAssay. Task: Regression/Classification. Given a drug SMILES string, predict its absorption, distribution, metabolism, or excretion properties. Task type varies by dataset: regression for continuous measurements (e.g., permeability, clearance, half-life) or binary classification for categorical outcomes (e.g., BBB penetration, CYP inhibition). Dataset: cyp2d6_veith. (1) The compound is O=c1[nH]ncn2cccc12. The result is 0 (non-inhibitor). (2) The molecule is CN(C(=O)Cc1ccc(Cl)c(Cl)c1)[C@@H]1CCCC[C@H]1N1CCCC1.CS(=O)(=O)O. The result is 1 (inhibitor). (3) The compound is O=C1CCCC2=C1C(c1ccc(Cl)cc1)C1C(=O)c3ccccc3C1=N2. The result is 1 (inhibitor). (4) The compound is Cc1cc(C)cc(C(=O)N(C)[C@H](Cc2ccc(-c3ccccc3)cc2)C(=O)N[C@@H](Cc2c[nH]c3ccccc23)C(=O)O)c1. The result is 0 (non-inhibitor). (5) The drug is CC(=O)Nc1c2c3c(cccc3n(C)c1=O)C(=O)c1ccccc1-2. The result is 0 (non-inhibitor). (6) The compound is O=C(c1ccncc1)N1CCC[C@@]2(CCN(Cc3ccncc3)C2)C1. The result is 1 (inhibitor).